Dataset: Reaction yield outcomes from USPTO patents with 853,638 reactions. Task: Predict the reaction yield, written as a fraction of the theoretical maximum amount of product (1.0 means a 100% yield; for example, 0.34 means a 34% yield). (1) The reactants are Br[C:2]1[CH:7]=[CH:6][C:5]([O:8][CH3:9])=[CH:4][C:3]=1[O:10][CH3:11].[CH:12]([C:15]1[CH:20]=[CH:19][C:18]([C:21](=[O:25])[CH:22]([CH3:24])[CH3:23])=[CH:17][CH:16]=1)([CH3:14])[CH3:13]. No catalyst specified. The product is [CH3:11][O:10][C:3]1[CH:4]=[C:5]([O:8][CH3:9])[CH:6]=[CH:7][C:2]=1[C:21]([C:18]1[CH:17]=[CH:16][C:15]([CH:12]([CH3:14])[CH3:13])=[CH:20][CH:19]=1)([OH:25])[CH:22]([CH3:24])[CH3:23]. The yield is 0.560. (2) The reactants are C([O:4][C:5]1([C@:9]2([C:29]([N:31]3[CH2:36][C@@H:35]4[CH2:37][C@H:32]3[CH2:33][N:34]4[C:38]([O:40][C:41]([CH3:44])([CH3:43])[CH3:42])=[O:39])=[O:30])[CH2:13][CH2:12][C@@H:11]([N:14]([C:23](=[O:28])[C:24]([F:27])([F:26])[F:25])[C@@H:15]3[C@H:20]([O:21][CH3:22])[CH2:19][O:18][CH2:17][CH2:16]3)[CH2:10]2)[CH2:8][CH2:7][CH2:6]1)(=O)C.C(=O)([O-])[O-].[K+].[K+]. The catalyst is CO. The product is [C:41]([O:40][C:38]([N:34]1[CH2:33][C@@H:32]2[CH2:37][C@H:35]1[CH2:36][N:31]2[C:29]([C@@:9]1([C:5]2([OH:4])[CH2:6][CH2:7][CH2:8]2)[CH2:13][CH2:12][C@@H:11]([N:14]([C:23](=[O:28])[C:24]([F:26])([F:27])[F:25])[C@@H:15]2[C@H:20]([O:21][CH3:22])[CH2:19][O:18][CH2:17][CH2:16]2)[CH2:10]1)=[O:30])=[O:39])([CH3:44])([CH3:42])[CH3:43]. The yield is 1.00. (3) The yield is 0.650. The reactants are Cl.[NH2:2][C:3]1[C:4]2[C:14]([O:15][CH2:16][C:17]([NH2:20])([CH3:19])[CH3:18])=[CH:13][CH:12]=[CH:11][C:5]=2[NH:6][S:7](=[O:10])(=[O:9])[N:8]=1.C(N(CC)CC)C.[C:28](O)(=[O:35])[C:29]1[CH:34]=[CH:33][N:32]=[CH:31][CH:30]=1.CCN=C=NCCCN(C)C.C1C=CC2N(O)N=NC=2C=1. The catalyst is CN(C=O)C. The product is [NH2:2][C:3]1[C:4]2[C:14]([O:15][CH2:16][C:17]([NH:20][C:28](=[O:35])[C:29]3[CH:34]=[CH:33][N:32]=[CH:31][CH:30]=3)([CH3:18])[CH3:19])=[CH:13][CH:12]=[CH:11][C:5]=2[NH:6][S:7](=[O:10])(=[O:9])[N:8]=1.